Dataset: NCI-60 drug combinations with 297,098 pairs across 59 cell lines. Task: Regression. Given two drug SMILES strings and cell line genomic features, predict the synergy score measuring deviation from expected non-interaction effect. Drug 1: C1CCC(CC1)NC(=O)N(CCCl)N=O. Drug 2: C1CN1P(=S)(N2CC2)N3CC3. Cell line: HL-60(TB). Synergy scores: CSS=59.0, Synergy_ZIP=2.17, Synergy_Bliss=-13.5, Synergy_Loewe=-23.4, Synergy_HSA=-12.2.